From a dataset of Reaction yield outcomes from USPTO patents with 853,638 reactions. Predict the reaction yield, written as a fraction of the theoretical maximum amount of product (1.0 means a 100% yield; for example, 0.34 means a 34% yield). (1) The reactants are [C:1]([O:5][C:6](=[O:22])[NH:7][C:8]1[CH:9]=[C:10]([C:14]2[CH:19]=[CH:18][C:17]([CH2:20][NH2:21])=[CH:16][CH:15]=2)[CH:11]=[CH:12][CH:13]=1)([CH3:4])([CH3:3])[CH3:2].CCN(CC)CC.[CH3:30][S:31](Cl)(=[O:33])=[O:32]. The catalyst is ClCCl. The product is [C:1]([O:5][C:6](=[O:22])[NH:7][C:8]1[CH:9]=[C:10]([C:14]2[CH:15]=[CH:16][C:17]([CH2:20][NH:21][S:31]([CH3:30])(=[O:33])=[O:32])=[CH:18][CH:19]=2)[CH:11]=[CH:12][CH:13]=1)([CH3:4])([CH3:2])[CH3:3]. The yield is 0.730. (2) The reactants are [CH2:1]([N:8]1[CH:12]=[C:11]([C:13]([OH:15])=O)[CH:10]=[N:9]1)[C:2]1[CH:7]=[CH:6][CH:5]=[CH:4][CH:3]=1.[C:16](#[N:20])[CH2:17][C:18]#[N:19].CCN(C(C)C)C(C)C. The catalyst is O=S(Cl)Cl.C1COCC1.C1(C)C=CC=CC=1. The product is [CH2:1]([N:8]1[CH:12]=[C:11]([C:13]([OH:15])=[C:17]([C:16]#[N:20])[C:18]#[N:19])[CH:10]=[N:9]1)[C:2]1[CH:3]=[CH:4][CH:5]=[CH:6][CH:7]=1. The yield is 0.850. (3) The reactants are [F:1][C:2]1[CH:7]=[C:6]([CH3:8])[CH:5]=[C:4]([F:9])[CH:3]=1.[Li]CCCC.CN([CH:18]=[O:19])C.S(=O)(=O)(O)O. The catalyst is CCOCC. The product is [F:1][C:2]1[CH:7]=[C:6]([CH3:8])[CH:5]=[C:4]([F:9])[C:3]=1[CH:18]=[O:19]. The yield is 0.900.